From a dataset of NCI-60 drug combinations with 297,098 pairs across 59 cell lines. Regression. Given two drug SMILES strings and cell line genomic features, predict the synergy score measuring deviation from expected non-interaction effect. (1) Drug 1: CC1=CC=C(C=C1)C2=CC(=NN2C3=CC=C(C=C3)S(=O)(=O)N)C(F)(F)F. Drug 2: C1=NC2=C(N=C(N=C2N1C3C(C(C(O3)CO)O)F)Cl)N. Cell line: NCI-H226. Synergy scores: CSS=-0.999, Synergy_ZIP=1.23, Synergy_Bliss=2.57, Synergy_Loewe=-1.77, Synergy_HSA=-1.25. (2) Drug 1: C1=CC(=CC=C1C#N)C(C2=CC=C(C=C2)C#N)N3C=NC=N3. Drug 2: CC1=C(C(CCC1)(C)C)C=CC(=CC=CC(=CC(=O)O)C)C. Cell line: OVCAR-4. Synergy scores: CSS=-1.26, Synergy_ZIP=1.45, Synergy_Bliss=2.55, Synergy_Loewe=-1.34, Synergy_HSA=-1.03. (3) Drug 1: CC1=CC2C(CCC3(C2CCC3(C(=O)C)OC(=O)C)C)C4(C1=CC(=O)CC4)C. Drug 2: CCC1=C2CN3C(=CC4=C(C3=O)COC(=O)C4(CC)O)C2=NC5=C1C=C(C=C5)O. Cell line: SN12C. Synergy scores: CSS=33.0, Synergy_ZIP=1.87, Synergy_Bliss=2.27, Synergy_Loewe=-35.0, Synergy_HSA=3.92. (4) Drug 1: C1C(C(OC1N2C=NC3=C(N=C(N=C32)Cl)N)CO)O. Drug 2: C(=O)(N)NO. Cell line: OVCAR-5. Synergy scores: CSS=23.0, Synergy_ZIP=1.95, Synergy_Bliss=2.24, Synergy_Loewe=-28.0, Synergy_HSA=-0.436. (5) Drug 1: CC1=C2C(C(=O)C3(C(CC4C(C3C(C(C2(C)C)(CC1OC(=O)C(C(C5=CC=CC=C5)NC(=O)OC(C)(C)C)O)O)OC(=O)C6=CC=CC=C6)(CO4)OC(=O)C)OC)C)OC. Drug 2: C1=CC(=CC=C1CC(C(=O)O)N)N(CCCl)CCCl.Cl. Cell line: RPMI-8226. Synergy scores: CSS=51.5, Synergy_ZIP=-4.05, Synergy_Bliss=-5.93, Synergy_Loewe=-12.9, Synergy_HSA=-5.03. (6) Drug 1: CC1=C(C(CCC1)(C)C)C=CC(=CC=CC(=CC(=O)O)C)C. Drug 2: CCN(CC)CCCC(C)NC1=C2C=C(C=CC2=NC3=C1C=CC(=C3)Cl)OC. Cell line: T-47D. Synergy scores: CSS=6.62, Synergy_ZIP=-5.23, Synergy_Bliss=1.13, Synergy_Loewe=-0.600, Synergy_HSA=0.871. (7) Drug 1: COCCOC1=C(C=C2C(=C1)C(=NC=N2)NC3=CC=CC(=C3)C#C)OCCOC.Cl. Drug 2: CC1C(C(CC(O1)OC2CC(CC3=C2C(=C4C(=C3O)C(=O)C5=C(C4=O)C(=CC=C5)OC)O)(C(=O)CO)O)N)O.Cl. Cell line: SK-MEL-2. Synergy scores: CSS=56.0, Synergy_ZIP=-3.85, Synergy_Bliss=1.61, Synergy_Loewe=-8.06, Synergy_HSA=2.21. (8) Drug 1: C1CCC(C(C1)N)N.C(=O)(C(=O)[O-])[O-].[Pt+4]. Drug 2: CC12CCC3C(C1CCC2OP(=O)(O)O)CCC4=C3C=CC(=C4)OC(=O)N(CCCl)CCCl.[Na+]. Cell line: IGROV1. Synergy scores: CSS=13.1, Synergy_ZIP=-4.85, Synergy_Bliss=-1.65, Synergy_Loewe=-8.35, Synergy_HSA=-1.11. (9) Drug 1: C1=C(C(=O)NC(=O)N1)F. Drug 2: C(CC(=O)O)C(=O)CN.Cl. Cell line: MCF7. Synergy scores: CSS=27.7, Synergy_ZIP=1.10, Synergy_Bliss=1.29, Synergy_Loewe=-8.43, Synergy_HSA=1.68.